Dataset: Reaction yield outcomes from USPTO patents with 853,638 reactions. Task: Predict the reaction yield, written as a fraction of the theoretical maximum amount of product (1.0 means a 100% yield; for example, 0.34 means a 34% yield). (1) The reactants are [CH2:1]([O:8][CH2:9][C@@H:10]([OH:12])[CH3:11])[C:2]1[CH:7]=[CH:6][CH:5]=[CH:4][CH:3]=1.[C:13]([O:17][C:18]([CH3:21])([CH3:20])[CH3:19])(=[O:16])[CH:14]=[CH2:15].[H-].[Na+].[Cl-].[NH4+]. No catalyst specified. The product is [C:18]([O:17][C:13](=[O:16])[CH2:14][CH2:15][O:12][C@@H:10]([CH3:11])[CH2:9][O:8][CH2:1][C:2]1[CH:7]=[CH:6][CH:5]=[CH:4][CH:3]=1)([CH3:21])([CH3:20])[CH3:19]. The yield is 0.519. (2) The reactants are FC(F)(F)C(O)=O.FC(F)(F)C(O)=O.[O:15]1[C:19]2[CH:20]=[CH:21][CH:22]=[CH:23][C:18]=2[NH:17][C:16]1=[C:24]([C:27]1[CH:32]=[CH:31][N:30]=[C:29]([NH:33][CH2:34][CH:35]2[CH2:40][CH2:39][NH:38][CH2:37][CH2:36]2)[N:28]=1)[C:25]#[N:26].C(N(CC)CC)C.Cl[CH2:49][C:50]([N:52]([CH3:54])[CH3:53])=[O:51]. The catalyst is CC(N(C)C)=O. The product is [O:15]1[C:19]2[CH:20]=[CH:21][CH:22]=[CH:23][C:18]=2[NH:17][C:16]1=[C:24]([C:25]#[N:26])[C:27]1[CH:32]=[CH:31][N:30]=[C:29]([NH:33][CH2:34][CH:35]2[CH2:40][CH2:39][N:38]([CH2:49][C:50]([N:52]([CH3:54])[CH3:53])=[O:51])[CH2:37][CH2:36]2)[N:28]=1. The yield is 0.300. (3) The reactants are FC(F)(F)C(O)=O.CC([NH:16][C:17]1[C:22]2[CH:23]=[CH:24][N:25]([C:26]([O:28][CH2:29][C:30]3[CH:35]=[CH:34][CH:33]=[CH:32][CH:31]=3)=[O:27])[C:21]=2[CH:20]=[CH:19][N:18]=1)(CC(C)(C)C)C. The catalyst is ClCCl. The product is [NH2:16][C:17]1[C:22]2[CH:23]=[CH:24][N:25]([C:26]([O:28][CH2:29][C:30]3[CH:35]=[CH:34][CH:33]=[CH:32][CH:31]=3)=[O:27])[C:21]=2[CH:20]=[CH:19][N:18]=1. The yield is 0.950. (4) The reactants are Cl[C:2]1[O:3][C:4]2[C:5](=[C:7]([C:19]#[N:20])[C:8]([CH3:18])=[C:9]([C:12]3[CH:17]=[CH:16][CH:15]=[CH:14][CH:13]=3)[C:10]=2[F:11])[N:6]=1.C(N(CC)C(C)C)(C)C.[OH:30][C:31]1([CH3:35])[CH2:34][NH:33][CH2:32]1. The catalyst is C(Cl)(Cl)Cl. The product is [F:11][C:10]1[C:9]([C:12]2[CH:17]=[CH:16][CH:15]=[CH:14][CH:13]=2)=[C:8]([CH3:18])[C:7]([C:19]#[N:20])=[C:5]2[C:4]=1[O:3][C:2]([N:33]1[CH2:34][C:31]([OH:30])([CH3:35])[CH2:32]1)=[N:6]2. The yield is 0.920. (5) The reactants are [F:1][C:2]1[CH:21]=[C:20]([F:22])[CH:19]=[CH:18][C:3]=1[O:4][C:5]1[C:14]([O:15][CH3:16])=[CH:13][CH:12]=[C:11]2[C:6]=1[CH:7]=[CH:8][C:9](=O)[NH:10]2.O=P(Cl)(Cl)[Cl:25]. No catalyst specified. The product is [Cl:25][C:9]1[CH:8]=[CH:7][C:6]2[C:11](=[CH:12][CH:13]=[C:14]([O:15][CH3:16])[C:5]=2[O:4][C:3]2[CH:18]=[CH:19][C:20]([F:22])=[CH:21][C:2]=2[F:1])[N:10]=1. The yield is 0.875. (6) The catalyst is C(O)C. The yield is 0.260. The product is [CH2:3]([O:5][C:6]([C:8]1[CH:17]=[CH:16][C:15]2[C:10](=[CH:11][CH:12]=[C:13]([C:18]3[C:26]4[C:21](=[CH:22][CH:23]=[C:24]([C:27]5[NH:41][N:40]=[C:38]([CH2:37][N:32]6[CH2:36][CH2:35][CH2:34][CH2:33]6)[N:28]=5)[CH:25]=4)[NH:20][N:19]=3)[CH:14]=2)[CH:9]=1)=[O:7])[CH3:4]. The reactants are Cl.Cl.[CH2:3]([O:5][C:6]([C:8]1[CH:17]=[CH:16][C:15]2[C:10](=[CH:11][CH:12]=[C:13]([C:18]3[C:26]4[C:21](=[CH:22][CH:23]=[C:24]([C:27](OCC)=[NH:28])[CH:25]=4)[NH:20][N:19]=3)[CH:14]=2)[CH:9]=1)=[O:7])[CH3:4].[N:32]1([CH2:37][C:38]([NH:40][NH2:41])=O)[CH2:36][CH2:35][CH2:34][CH2:33]1.C(N(CC)CC)C. (7) The reactants are [OH:1][C:2]1[CH:3]=[C:4]([CH:8]=[C:9]([OH:11])[CH:10]=1)[C:5]([OH:7])=[O:6].[CH3:12]O. The catalyst is OS(O)(=O)=O. The product is [OH:1][C:2]1[CH:3]=[C:4]([CH:8]=[C:9]([OH:11])[CH:10]=1)[C:5]([O:7][CH3:12])=[O:6]. The yield is 0.950. (8) The reactants are [CH2:1]([O:8][C:9](=[O:17])[C@@H:10]([CH3:16])[NH:11][O:12][CH2:13][CH:14]=[CH2:15])[C:2]1[CH:7]=[CH:6][CH:5]=[CH:4][CH:3]=1.CCN(CC)CC.[Br:25][CH2:26][C:27](Br)=[O:28]. The catalyst is C(Cl)Cl. The product is [CH2:1]([O:8][C:9](=[O:17])[C@@H:10]([CH3:16])[N:11]([C:27](=[O:28])[CH2:26][Br:25])[O:12][CH2:13][CH:14]=[CH2:15])[C:2]1[CH:7]=[CH:6][CH:5]=[CH:4][CH:3]=1. The yield is 0.990. (9) The reactants are [CH:1]1[C:6]([NH2:7])=[CH:5][CH:4]=[C:3]([S:8]([NH:11][C:12]2[S:16][CH:15]=[CH:14][N:13]=2)(=[O:10])=[O:9])[CH:2]=1.C[Al](C)C.[Si:21]([O:38][C@@H:39]1[CH2:43][CH2:42][O:41][C:40]1=[O:44])([C:34]([CH3:37])([CH3:36])[CH3:35])([C:28]1[CH:33]=[CH:32][CH:31]=[CH:30][CH:29]=1)[C:22]1[CH:27]=[CH:26][CH:25]=[CH:24][CH:23]=1. The catalyst is C(Cl)Cl. The product is [Si:21]([O:38][C@H:39]([CH2:43][CH2:42][OH:41])[C:40]([NH:7][C:6]1[CH:1]=[CH:2][C:3]([S:8](=[O:10])(=[O:9])[NH:11][C:12]2[S:16][CH:15]=[CH:14][N:13]=2)=[CH:4][CH:5]=1)=[O:44])([C:34]([CH3:37])([CH3:36])[CH3:35])([C:28]1[CH:33]=[CH:32][CH:31]=[CH:30][CH:29]=1)[C:22]1[CH:23]=[CH:24][CH:25]=[CH:26][CH:27]=1. The yield is 0.950. (10) The reactants are [F:1][C:2]([F:29])([F:28])[C:3]([C:5]1[C:13]2[C:8](=[CH:9][CH:10]=[CH:11][CH:12]=2)[N:7]([CH2:14][C:15]#[C:16][C:17]2[CH:22]=[CH:21][C:20]([C:23]#[C:24][CH2:25][CH2:26][OH:27])=[CH:19][CH:18]=2)[CH:6]=1)=[O:4].CC1(C)C2CC1CCC2NS(C1C=CC(C#CCCO)=CC=1)(=O)=O. No catalyst specified. The product is [F:29][C:2]([F:1])([F:28])[C:3]([C:5]1[C:13]2[C:8](=[CH:9][CH:10]=[CH:11][CH:12]=2)[N:7]([CH2:14][CH2:15][CH2:16][C:17]2[CH:18]=[CH:19][C:20]([CH2:23][CH2:24][CH2:25][CH2:26][OH:27])=[CH:21][CH:22]=2)[CH:6]=1)=[O:4]. The yield is 0.920.